Dataset: Full USPTO retrosynthesis dataset with 1.9M reactions from patents (1976-2016). Task: Predict the reactants needed to synthesize the given product. (1) Given the product [CH2:2]([O:9][C:11]1[N:16]=[C:15]([NH2:17])[CH:14]=[CH:13][CH:12]=1)[C:3]1[CH:8]=[CH:7][CH:6]=[CH:5][CH:4]=1, predict the reactants needed to synthesize it. The reactants are: [Na].[CH2:2]([OH:9])[C:3]1[CH:8]=[CH:7][CH:6]=[CH:5][CH:4]=1.Br[C:11]1[N:16]=[C:15]([NH2:17])[CH:14]=[CH:13][CH:12]=1. (2) Given the product [Br:64][C:17]1[CH:18]=[C:19]2[C:14](=[CH:15][CH:16]=1)[N:13]([C:22]1[CH:27]=[CH:26][C:25]([C:28]3[CH:29]=[CH:30][C:31]([N:34]4[C:46]5[CH:45]=[C:44]6[C:47]([CH3:55])([CH3:54])[C:48]7[C:53]([C:43]6=[CH:42][C:41]=5[C:40]5[C:35]4=[CH:36][CH:37]=[CH:38][CH:39]=5)=[CH:52][CH:51]=[CH:50][CH:49]=7)=[CH:32][CH:33]=3)=[CH:24][CH:23]=1)[C:12]1[CH:11]=[C:10]3[C:2]([CH3:56])([CH3:1])[C:3]4[C:8]([C:9]3=[CH:21][C:20]2=1)=[CH:7][CH:6]=[CH:5][CH:4]=4, predict the reactants needed to synthesize it. The reactants are: [CH3:1][C:2]1([CH3:56])[C:10]2=[CH:11][C:12]3[N:13]([C:22]4[CH:27]=[CH:26][C:25]([C:28]5[CH:33]=[CH:32][C:31]([N:34]6[C:46]7[CH:45]=[C:44]8[C:47]([CH3:55])([CH3:54])[C:48]9[C:53]([C:43]8=[CH:42][C:41]=7[C:40]7[C:35]6=[CH:36][CH:37]=[CH:38][CH:39]=7)=[CH:52][CH:51]=[CH:50][CH:49]=9)=[CH:30][CH:29]=5)=[CH:24][CH:23]=4)[C:14]4[C:19]([C:20]=3[CH:21]=[C:9]2[C:8]2[C:3]1=[CH:4][CH:5]=[CH:6][CH:7]=2)=[CH:18][CH:17]=[CH:16][CH:15]=4.C1C(=O)N([Br:64])C(=O)C1.O. (3) Given the product [CH:30]([C:27]1[CH:26]=[CH:25][C:24]([CH:2]2[C:6]3[C:7]([CH3:21])=[C:8]([CH3:20])[C:9]([CH3:19])=[C:10]([NH:11][C:12](=[O:18])[CH2:13][C:14]([CH3:15])([CH3:16])[CH3:17])[C:5]=3[O:4][C:3]2([CH3:23])[CH3:22])=[CH:29][CH:28]=1)([CH3:32])[CH3:31], predict the reactants needed to synthesize it. The reactants are: O[C:2]1([C:24]2[CH:29]=[CH:28][C:27]([CH:30]([CH3:32])[CH3:31])=[CH:26][CH:25]=2)[C:6]2[C:7]([CH3:21])=[C:8]([CH3:20])[C:9]([CH3:19])=[C:10]([NH:11][C:12](=[O:18])[CH2:13][C:14]([CH3:17])([CH3:16])[CH3:15])[C:5]=2[O:4][C:3]1([CH3:23])[CH3:22]. (4) Given the product [CH3:1][C:2]1[N:7]2[N:8]=[C:9]([CH2:11][CH2:12][C:13]3[CH:22]=[CH:21][C:20]4[CH:19]=[CH:18][C:17]5[O:23][CH2:24][CH2:25][NH:26][C:16]=5[C:15]=4[N:14]=3)[N:10]=[C:6]2[C:5]([CH3:30])=[N:4][CH:3]=1, predict the reactants needed to synthesize it. The reactants are: [CH3:1][C:2]1[N:7]2[N:8]=[C:9]([CH2:11][CH2:12][C:13]3[CH:22]=[CH:21][C:20]4[CH:19]=[CH:18][C:17]5[O:23][CH2:24][CH2:25][N:26](C(=O)C)[C:16]=5[C:15]=4[N:14]=3)[N:10]=[C:6]2[C:5]([CH3:30])=[N:4][CH:3]=1.[OH-].[Na+]. (5) Given the product [N:1]1[CH:6]=[CH:5][C:4]([CH2:7][NH:8][C:9]([C:11]2([CH2:24][CH2:25][CH2:26][CH2:27][N:32]3[CH2:33][CH2:34][N:29]([C:35]4[CH:44]=[CH:43][C:42]5[C:37](=[CH:38][CH:39]=[CH:40][CH:41]=5)[N:36]=4)[CH2:30][CH2:31]3)[C:23]3[CH:22]=[CH:21][CH:20]=[CH:19][C:18]=3[C:17]3[C:12]2=[CH:13][CH:14]=[CH:15][CH:16]=3)=[O:10])=[CH:3][CH:2]=1, predict the reactants needed to synthesize it. The reactants are: [N:1]1[CH:6]=[CH:5][C:4]([CH2:7][NH:8][C:9]([C:11]2([CH2:24][CH2:25][CH2:26][CH2:27]Br)[C:23]3[CH:22]=[CH:21][CH:20]=[CH:19][C:18]=3[C:17]3[C:12]2=[CH:13][CH:14]=[CH:15][CH:16]=3)=[O:10])=[CH:3][CH:2]=1.[N:29]1([C:35]2[CH:44]=[CH:43][C:42]3[C:37](=[CH:38][CH:39]=[CH:40][CH:41]=3)[N:36]=2)[CH2:34][CH2:33][NH:32][CH2:31][CH2:30]1. (6) Given the product [NH:1]1[CH:5]=[CH:4][N:3]=[C:2]1[CH2:6][N:7]([CH2:14][C:15]1[CH:16]=[CH:17][C:18]([CH2:19][N:20]2[C@H:24]([C:25]([O:27][CH2:41][C:42]([N:44]([CH3:46])[CH3:45])=[O:43])=[O:26])[CH2:23][C:22]3([CH2:32][CH2:31][N:30]([CH2:33][C:34]([CH3:35])([CH3:36])[CH3:37])[CH2:29][CH2:28]3)[CH2:21]2)=[CH:38][CH:39]=1)[CH2:8][C:9]1[NH:13][CH:12]=[CH:11][N:10]=1, predict the reactants needed to synthesize it. The reactants are: [NH:1]1[CH:5]=[CH:4][N:3]=[C:2]1[CH2:6][N:7]([CH2:14][C:15]1[CH:39]=[CH:38][C:18]([CH2:19][N:20]2[C@H:24]([C:25]([OH:27])=[O:26])[CH2:23][C:22]3([CH2:32][CH2:31][N:30]([CH2:33][C:34]([CH3:37])([CH3:36])[CH3:35])[CH2:29][CH2:28]3)[CH2:21]2)=[CH:17][CH:16]=1)[CH2:8][C:9]1[NH:10][CH:11]=[CH:12][N:13]=1.O[CH2:41][C:42]([N:44]([CH3:46])[CH3:45])=[O:43].C(N(C(C)C)CC)(C)C.C(=O)([O-])O.[Na+]. (7) Given the product [C:1]1([C:7]2([CH2:12][O:13][S:22]([CH3:21])(=[O:24])=[O:23])[CH2:11][CH2:10][CH2:9][CH2:8]2)[CH:6]=[CH:5][CH:4]=[CH:3][CH:2]=1, predict the reactants needed to synthesize it. The reactants are: [C:1]1([C:7]2([CH2:12][OH:13])[CH2:11][CH2:10][CH2:9][CH2:8]2)[CH:6]=[CH:5][CH:4]=[CH:3][CH:2]=1.C(N(CC)CC)C.[CH3:21][S:22](Cl)(=[O:24])=[O:23]. (8) Given the product [CH3:17][N:18]1[CH2:22][CH2:21][C@@H:20]([O:8][C:7](=[O:9])[C@:6]([CH:1]2[CH2:5][CH2:4][CH2:3][CH2:2]2)([OH:16])[C:10]2[CH:11]=[CH:12][CH:13]=[CH:14][CH:15]=2)[CH2:19]1, predict the reactants needed to synthesize it. The reactants are: [CH:1]1([C@@:6]([OH:16])([C:10]2[CH:15]=[CH:14][CH:13]=[CH:12][CH:11]=2)[C:7]([OH:9])=[O:8])[CH2:5][CH2:4][CH2:3][CH2:2]1.[CH3:17][N:18]1[CH2:22][CH2:21][C@@H:20](O)[CH2:19]1.O. (9) Given the product [CH3:1][C:2]1[C:3]([CH3:18])=[C:4]2[O:13][C:12]([C:15]([OH:17])=[O:16])([CH3:14])[CH2:11][CH2:10][C:5]2=[C:6]([CH3:9])[C:7]=1[OH:8].[ClH:30], predict the reactants needed to synthesize it. The reactants are: [CH3:1][C:2]1[C:3]([CH3:18])=[C:4]2[O:13][C:12]([C:15]([OH:17])=[O:16])([CH3:14])[CH2:11][CH2:10][C:5]2=[C:6]([CH3:9])[C:7]=1[OH:8].C(N)CN.C(O)(C(F)(F)F)=O.[ClH:30]. (10) Given the product [C:14]([O:13][C:11]([NH:10][CH2:9][CH2:8][CH2:7][CH2:6][C@H:2]([NH:1][C:31]([CH:26]1[CH2:30][CH2:29][CH2:28][CH2:27]1)=[O:32])[C:3]([OH:5])=[O:4])=[O:12])([CH3:17])([CH3:16])[CH3:15], predict the reactants needed to synthesize it. The reactants are: [NH2:1][C@@H:2]([CH2:6][CH2:7][CH2:8][CH2:9][NH:10][C:11]([O:13][C:14]([CH3:17])([CH3:16])[CH3:15])=[O:12])[C:3]([OH:5])=[O:4].[OH-].[Na+].C([O-])([O-])=O.[Na+].[Na+].[CH:26]1([C:31](Cl)=[O:32])[CH2:30][CH2:29][CH2:28][CH2:27]1.